This data is from Catalyst prediction with 721,799 reactions and 888 catalyst types from USPTO. The task is: Predict which catalyst facilitates the given reaction. (1) Reactant: [CH2:1]([C@@H:8]([NH:12][C:13]([NH:15]C(C)(C)C)=[S:14])[C@H:9](O)[CH3:10])[C:2]1[CH:7]=[CH:6][CH:5]=[CH:4][CH:3]=1. Product: [CH2:1]([C@@H:8]1[C@@H:9]([CH3:10])[S:14][C:13]([NH2:15])=[N:12]1)[C:2]1[CH:7]=[CH:6][CH:5]=[CH:4][CH:3]=1. The catalyst class is: 126. (2) Reactant: [CH2:1]([N:8]1[CH2:12][CH:11]2[CH:13]([OH:17])[NH:14][C:15](=O)[CH:10]2[CH2:9]1)[C:2]1[CH:7]=[CH:6][CH:5]=[CH:4][CH:3]=1.C[SiH](C)C. Product: [CH2:1]([N:8]1[CH2:9][CH:10]2[CH2:15][NH:14][C:13](=[O:17])[CH:11]2[CH2:12]1)[C:2]1[CH:3]=[CH:4][CH:5]=[CH:6][CH:7]=1. The catalyst class is: 281.